This data is from Catalyst prediction with 721,799 reactions and 888 catalyst types from USPTO. The task is: Predict which catalyst facilitates the given reaction. (1) Reactant: [C:1]([N:4]1[C:13]2[C:8](=[CH:9][C:10]([NH2:14])=[CH:11][CH:12]=2)[C:7]([C:16]2[CH:21]=[CH:20][CH:19]=[CH:18][CH:17]=2)([CH3:15])[CH2:6][C:5]1([CH3:23])[CH3:22])(=[O:3])[CH3:2].[O:24]1[CH:28]=[CH:27][CH:26]=[C:25]1[C:29](Cl)=[O:30].C(N(CC)C(C)C)(C)C. Product: [C:1]([N:4]1[C:13]2[C:8](=[CH:9][C:10]([NH:14][C:29]([C:25]3[O:24][CH:28]=[CH:27][CH:26]=3)=[O:30])=[CH:11][CH:12]=2)[C:7]([C:16]2[CH:21]=[CH:20][CH:19]=[CH:18][CH:17]=2)([CH3:15])[CH2:6][C:5]1([CH3:23])[CH3:22])(=[O:3])[CH3:2]. The catalyst class is: 7. (2) Reactant: Cl.[CH3:2][O:3][C:4](=[O:38])[C@@H:5]([NH:10][C:11]([N:13]1[CH2:19][CH:18]([OH:20])[C@@H:17]([NH:21][C:22](=[O:36])[C@@H:23]([NH:28]C(OC(C)(C)C)=O)[CH2:24][CH:25]([CH3:27])[CH3:26])[CH2:16][CH2:15][C@H:14]1[CH3:37])=[O:12])[CH2:6][CH:7]([CH3:9])[CH3:8]. Product: [CH3:2][O:3][C:4](=[O:38])[C@@H:5]([NH:10][C:11]([N:13]1[CH2:19][CH:18]([OH:20])[C@@H:17]([NH:21][C:22](=[O:36])[C@@H:23]([NH2:28])[CH2:24][CH:25]([CH3:26])[CH3:27])[CH2:16][CH2:15][C@H:14]1[CH3:37])=[O:12])[CH2:6][CH:7]([CH3:9])[CH3:8]. The catalyst class is: 169. (3) Reactant: [C:1]1([Mg]Br)[CH:6]=[CH:5][CH:4]=[CH:3][CH:2]=1.[NH2:9][C:10]1[N:21]=[CH:20][C:19]([C:22]2[CH:27]=[C:26]([CH3:28])[CH:25]=[C:24]([Cl:29])[CH:23]=2)=[CH:18][C:11]=1[C:12](N(OC)C)=[O:13].Cl. Product: [NH2:9][C:10]1[C:11]([C:12]([C:1]2[CH:6]=[CH:5][CH:4]=[CH:3][CH:2]=2)=[O:13])=[CH:18][C:19]([C:22]2[CH:27]=[C:26]([CH3:28])[CH:25]=[C:24]([Cl:29])[CH:23]=2)=[CH:20][N:21]=1. The catalyst class is: 1. (4) Reactant: [CH3:1][CH2:2][C:3]1[CH:4]=[C:5]2[CH2:13][CH:12]([NH:14][CH2:15][C@H:16]([OH:29])[C:17]3[CH:18]=[CH:19][C:20]([OH:28])=[C:21]4[NH:27][C:25](=[O:26])[CH:24]=[CH:23][C:22]=34)[CH2:11][C:6]2=[CH:7][C:8]=1[CH2:9][CH3:10].[C:30]([OH:37])(=[O:36])/[CH:31]=[CH:32]\[C:33]([OH:35])=[O:34]. Product: [CH3:10][CH2:9][C:8]1[CH:7]=[C:6]2[CH2:11][CH:12]([NH:14][CH2:15][C@H:16]([OH:29])[C:17]3[CH:18]=[CH:19][C:20]([OH:28])=[C:21]4[NH:27][C:25](=[O:26])[CH:24]=[CH:23][C:22]=34)[CH2:13][C:5]2=[CH:4][C:3]=1[CH2:2][CH3:1].[CH:31](/[C:30]([OH:37])=[O:36])=[CH:32]/[C:33]([OH:35])=[O:34]. The catalyst class is: 32. (5) Reactant: [F:1][C:2]1([F:16])[CH2:5][CH:4]([C:6]([O:8][CH2:9][C:10]2[CH:15]=[CH:14][CH:13]=[CH:12][CH:11]=2)=[O:7])[CH2:3]1.CI.[CH3:19][Si]([N-][Si](C)(C)C)(C)C.[K+]. Product: [F:1][C:2]1([F:16])[CH2:3][C:4]([CH3:19])([C:6]([O:8][CH2:9][C:10]2[CH:15]=[CH:14][CH:13]=[CH:12][CH:11]=2)=[O:7])[CH2:5]1. The catalyst class is: 1. (6) Reactant: [C:1]([O:7][C:8]1([CH3:17])[CH2:13][CH2:12][CH:11]([CH:14]([CH3:16])[CH3:15])[CH2:10][CH2:9]1)(=[O:6])[CH2:2][C:3]([CH3:5])=[O:4]. The catalyst class is: 5. Product: [OH:4][C@@H:3]([CH3:5])[CH2:2][C:1]([O:7][C:8]1([CH3:17])[CH2:9][CH2:10][CH:11]([CH:14]([CH3:15])[CH3:16])[CH2:12][CH2:13]1)=[O:6]. (7) Reactant: [Cl:1][C:2]1[C:3]([C:20]2[CH:21]=[CH:22][C:23]3[N:27]=[CH:26][N:25]([CH2:28][CH:29]4[CH2:34][CH2:33][O:32][CH2:31][CH2:30]4)[C:24]=3[CH:35]=2)=[CH:4][C:5]([NH:8][C:9]([C@@H:11]2[CH2:16][CH2:15][CH2:14][C@H:13]([C:17](O)=[O:18])[CH2:12]2)=[O:10])=[N:6][CH:7]=1.Cl.[NH:37]1[CH2:40][CH:39]([OH:41])[CH2:38]1.C(N(C(C)C)CC)(C)C. Product: [Cl:1][C:2]1[C:3]([C:20]2[CH:21]=[CH:22][C:23]3[N:27]=[CH:26][N:25]([CH2:28][CH:29]4[CH2:34][CH2:33][O:32][CH2:31][CH2:30]4)[C:24]=3[CH:35]=2)=[CH:4][C:5]([NH:8][C:9]([C@H:11]2[CH2:16][CH2:15][CH2:14][C@@H:13]([C:17]([N:37]3[CH2:40][CH:39]([OH:41])[CH2:38]3)=[O:18])[CH2:12]2)=[O:10])=[N:6][CH:7]=1. The catalyst class is: 35.